Task: Predict the reactants needed to synthesize the given product.. Dataset: Full USPTO retrosynthesis dataset with 1.9M reactions from patents (1976-2016) (1) Given the product [C:1]([C:4]1[S:8][C:7]([NH:9][S:17]([C:14]2[CH:13]=[CH:12][C:11]([C:21]3[CH:26]=[CH:25][CH:24]=[CH:23][CH:22]=3)=[CH:16][CH:15]=2)(=[O:19])=[O:18])=[N:6][C:5]=1[CH3:10])(=[O:3])[CH3:2], predict the reactants needed to synthesize it. The reactants are: [C:1]([C:4]1[S:8][C:7]([NH2:9])=[N:6][C:5]=1[CH3:10])(=[O:3])[CH3:2].[C:11]1([C:21]2[CH:26]=[CH:25][CH:24]=[CH:23][CH:22]=2)[CH:16]=[CH:15][C:14]([S:17](Cl)(=[O:19])=[O:18])=[CH:13][CH:12]=1. (2) Given the product [CH3:30][S:31]([N:19]1[CH2:18][CH2:17][N:16]([C:13]2[CH:12]=[CH:11][C:10]([B:5]3[O:4][C:3]([CH3:22])([CH3:2])[C:7]([CH3:8])([CH3:9])[O:6]3)=[CH:15][CH:14]=2)[CH2:21][CH2:20]1)(=[O:33])=[O:32], predict the reactants needed to synthesize it. The reactants are: Cl.[CH3:2][C:3]1([CH3:22])[C:7]([CH3:9])([CH3:8])[O:6][B:5]([C:10]2[CH:15]=[CH:14][C:13]([N:16]3[CH2:21][CH2:20][NH:19][CH2:18][CH2:17]3)=[CH:12][CH:11]=2)[O:4]1.CCN(CC)CC.[CH3:30][S:31](Cl)(=[O:33])=[O:32]. (3) Given the product [F:1][C:2]1[CH:36]=[CH:35][CH:34]=[C:33]([F:37])[C:3]=1[CH2:4][C:5]1[CH:10]=[CH:9][CH:8]=[C:7]([O:11][CH3:12])[C:6]=1[N:13]([S:20]([C:23]1[CH:28]=[CH:27][C:26]([O:29][CH3:30])=[C:25]([O:31][CH3:32])[CH:24]=1)(=[O:22])=[O:21])[C@@H:14]([C:16]([OH:18])=[O:17])[CH3:15], predict the reactants needed to synthesize it. The reactants are: [F:1][C:2]1[CH:36]=[CH:35][CH:34]=[C:33]([F:37])[C:3]=1[CH2:4][C:5]1[CH:10]=[CH:9][CH:8]=[C:7]([O:11][CH3:12])[C:6]=1[N:13]([S:20]([C:23]1[CH:28]=[CH:27][C:26]([O:29][CH3:30])=[C:25]([O:31][CH3:32])[CH:24]=1)(=[O:22])=[O:21])[C@@H:14]([C:16]([O:18]C)=[O:17])[CH3:15].O.[OH-].[Li+]. (4) The reactants are: [N:1]([Si](C)(C)C)=[N+:2]=[N-:3].[NH2:8][C:9]1[CH:10]=[C:11]([C:15]#[CH:16])[CH:12]=[CH:13][CH:14]=1. Given the product [N:1]1[NH:2][N:3]=[C:15]([C:11]2[CH:10]=[C:9]([NH2:8])[CH:14]=[CH:13][CH:12]=2)[CH:16]=1, predict the reactants needed to synthesize it. (5) Given the product [CH:34]1([CH2:39][N:40]2[C:45](=[O:46])[C:44]([CH2:47][N:11]3[CH2:12][CH2:13][N:8]([CH3:6])[CH2:9][CH2:10]3)=[CH:43][C:42]([C:53]3[CH:58]=[CH:57][C:56]([O:59][CH3:60])=[C:55]([F:61])[CH:54]=3)=[N:41]2)[CH2:38][CH2:37][CH2:36][CH2:35]1, predict the reactants needed to synthesize it. The reactants are: C(O[C:6]([N:8]1[CH2:13][CH2:12][N:11](C2C(=O)N(CC(C)C)N=C(C3C=CC(C)=C(F)C=3)C=2C)[CH2:10][CH2:9]1)=O)(C)(C)C.[CH:34]1([CH2:39][N:40]2[C:45](=[O:46])[C:44]([CH2:47]OS(C)(=O)=O)=[CH:43][C:42]([C:53]3[CH:58]=[CH:57][C:56]([O:59][CH3:60])=[C:55]([F:61])[CH:54]=3)=[N:41]2)[CH2:38][CH2:37][CH2:36][CH2:35]1.CN1CCNCC1. (6) Given the product [ClH:43].[CH3:41][C:19]1[CH:20]=[C:21]([C:24]([N:26]2[CH2:35][C:34]3[CH:33]=[N:32][N:31]([CH3:36])[C:30]=3[NH:29][C:28]3[CH:37]=[CH:38][CH:39]=[CH:40][C:27]2=3)=[O:25])[CH:22]=[CH:23][C:18]=1[CH2:17][NH:16][C:15](=[O:42])[CH2:14][CH:11]1[CH2:10][CH2:9][NH:8][CH2:13][CH2:12]1, predict the reactants needed to synthesize it. The reactants are: C(OC([N:8]1[CH2:13][CH2:12][CH:11]([CH2:14][C:15](=[O:42])[NH:16][CH2:17][C:18]2[CH:23]=[CH:22][C:21]([C:24]([N:26]3[CH2:35][C:34]4[CH:33]=[N:32][N:31]([CH3:36])[C:30]=4[NH:29][C:28]4[CH:37]=[CH:38][CH:39]=[CH:40][C:27]3=4)=[O:25])=[CH:20][C:19]=2[CH3:41])[CH2:10][CH2:9]1)=O)(C)(C)C.[ClH:43].O1CCOCC1. (7) Given the product [Cl:1][C:2]1[C:3]2[CH:10]=[C:9]([C:37]3[CH:36]=[CH:35][C:34]([N:31]4[CH2:30][CH2:29][N:28]([CH2:27][CH:26]([F:49])[F:25])[CH2:33][CH2:32]4)=[CH:39][CH:38]=3)[N:8]([CH2:12][O:13][CH2:14][CH2:15][Si:16]([CH3:19])([CH3:18])[CH3:17])[C:4]=2[N:5]=[CH:6][N:7]=1, predict the reactants needed to synthesize it. The reactants are: [Cl:1][C:2]1[C:3]2[CH:10]=[C:9](I)[N:8]([CH2:12][O:13][CH2:14][CH2:15][Si:16]([CH3:19])([CH3:18])[CH3:17])[C:4]=2[N:5]=[CH:6][N:7]=1.C([O-])(O)=O.[Na+].[F:25][CH:26]([F:49])[CH2:27][N:28]1[CH2:33][CH2:32][N:31]([C:34]2[CH:39]=[CH:38][C:37](B3OC(C)(C)C(C)(C)O3)=[CH:36][CH:35]=2)[CH2:30][CH2:29]1. (8) Given the product [CH3:5][O:6][C:7]1[CH:13]=[CH:12][C:11]([C:14]([F:15])([F:17])[F:16])=[CH:10][C:8]=1[N:9]=[C:1]=[O:2], predict the reactants needed to synthesize it. The reactants are: [C:1](Cl)(Cl)=[O:2].[CH3:5][O:6][C:7]1[CH:13]=[CH:12][C:11]([C:14]([F:17])([F:16])[F:15])=[CH:10][C:8]=1[NH2:9].N1C=CC=CC=1.